This data is from Reaction yield outcomes from USPTO patents with 853,638 reactions. The task is: Predict the reaction yield, written as a fraction of the theoretical maximum amount of product (1.0 means a 100% yield; for example, 0.34 means a 34% yield). (1) The reactants are [CH3:1][C@:2]1([C:32]([O:34][CH3:35])=[O:33])[CH2:23][CH2:22][C@@:21]2([CH3:24])[C@H:4]([C@@H:5]3[C@@:18]([CH3:25])([CH2:19][CH2:20]2)[C@@:17]2([CH3:26])[C:8]([C@:9]4([CH3:30])[C@@H:14]([CH2:15][CH2:16]2)[C:13]([CH3:28])([CH3:27])[C:12](=[O:29])[CH2:11][CH2:10]4)=[CH:7][C:6]3=[O:31])[CH2:3]1.[CH:36]([N-:39]C(C)C)(C)C.[Li+].C1(C)C=CC(S(C#N)(=O)=O)=CC=1. The catalyst is O1CCCC1. The product is [C:36]([C:11]1[CH2:10][C@@:9]2([CH3:30])[C@@H:14]([CH2:15][CH2:16][C@:17]3([CH3:26])[C:8]2=[CH:7][C:6](=[O:31])[C@H:5]2[C@@:18]3([CH3:25])[CH2:19][CH2:20][C@:21]3([CH3:24])[C@H:4]2[CH2:3][C@@:2]([CH3:1])([C:32]([O:34][CH3:35])=[O:33])[CH2:23][CH2:22]3)[C:13]([CH3:27])([CH3:28])[C:12]=1[OH:29])#[N:39]. The yield is 0.800. (2) The reactants are [CH3:1][O:2][C:3]1[CH:4]=[C:5]2[C:10](=[CH:11][CH:12]=1)[N:9]=[C:8](O)[CH:7]=[CH:6]2.O=P(Cl)(Cl)[Cl:16]. No catalyst specified. The product is [Cl:16][C:8]1[CH:7]=[CH:6][C:5]2[C:10](=[CH:11][CH:12]=[C:3]([O:2][CH3:1])[CH:4]=2)[N:9]=1. The yield is 0.860.